From a dataset of Full USPTO retrosynthesis dataset with 1.9M reactions from patents (1976-2016). Predict the reactants needed to synthesize the given product. (1) Given the product [C:19]([OH:22])(=[O:20])[CH3:18].[CH3:12][CH:10]([CH3:11])[CH2:9][C@@H:8]([C:13]1[S:15][CH:24]=[CH:25][N:14]=1)[NH2:7], predict the reactants needed to synthesize it. The reactants are: C(OC(=O)[NH:7][C@H:8]([C:13](=[S:15])[NH2:14])[CH2:9][CH:10]([CH3:12])[CH3:11])(C)(C)C.Br[CH2:18][CH:19]([O:22]C)[O:20]C.[C:24]1(C)C=CC(S(O)(=O)=O)=C[CH:25]=1. (2) Given the product [CH3:17][C:3]([NH:18][C:19](=[O:31])[C:20]1[CH:25]=[CH:24][C:23]([O:26][C:27]([F:28])([F:30])[F:29])=[CH:22][CH:21]=1)([C:1](=[S:33])[NH2:2])[CH2:4][N:5]1[N:9]=[C:8]2[C:10]([Cl:16])=[CH:11][C:12]([Cl:15])=[C:13]([Cl:14])[C:7]2=[N:6]1, predict the reactants needed to synthesize it. The reactants are: [C:1]([C:3]([NH:18][C:19](=[O:31])[C:20]1[CH:25]=[CH:24][C:23]([O:26][C:27]([F:30])([F:29])[F:28])=[CH:22][CH:21]=1)([CH3:17])[CH2:4][N:5]1[N:9]=[C:8]2[C:10]([Cl:16])=[CH:11][C:12]([Cl:15])=[C:13]([Cl:14])[C:7]2=[N:6]1)#[N:2].[NH4+]=[S:33].